Task: Predict the product of the given reaction.. Dataset: Forward reaction prediction with 1.9M reactions from USPTO patents (1976-2016) (1) Given the reactants O.[CH3:2][O:3][C:4]1[CH:5]=[C:6](B(O)O)[CH:7]=[N:8][CH:9]=1.I[C:14]1[C@@:18]2([CH3:33])[CH2:19][CH2:20][C@H:21]3[C@H:30]([C@@H:17]2[CH2:16][CH:15]=1)[CH2:29][CH:28]=[C:27]1[C@:22]3([CH3:32])[CH2:23][CH2:24][C:25](=[O:31])[NH:26]1, predict the reaction product. The product is: [CH3:2][O:3][C:4]1[CH:5]=[C:6]([C:14]2[C@@:18]3([CH3:33])[CH2:19][CH2:20][C@H:21]4[C@H:30]([C@@H:17]3[CH2:16][CH:15]=2)[CH2:29][CH:28]=[C:27]2[C@:22]4([CH3:32])[CH2:23][CH2:24][C:25](=[O:31])[NH:26]2)[CH:7]=[N:8][CH:9]=1. (2) The product is: [CH3:18][C:13]1([CH3:19])[C:14]([CH3:17])([CH3:16])[O:15][B:11]([C:2]2[CH:3]=[C:4]3[CH:10]=[CH:9][NH:8][C:5]3=[N:6][CH:7]=2)[O:12]1. Given the reactants Br[C:2]1[CH:3]=[C:4]2[CH:10]=[CH:9][NH:8][C:5]2=[N:6][CH:7]=1.[B:11]1([B:11]2[O:15][C:14]([CH3:17])([CH3:16])[C:13]([CH3:19])([CH3:18])[O:12]2)[O:15][C:14]([CH3:17])([CH3:16])[C:13]([CH3:19])([CH3:18])[O:12]1.C([O-])(=O)C.[K+].C(Cl)Cl, predict the reaction product. (3) Given the reactants Cl.Cl.[NH2:3][C:4]1([CH2:16][N:17]2[CH2:22][CH2:21][N:20]([S:23]([C:26]3[CH:35]=[CH:34][C:33]4[C:28](=[CH:29][CH:30]=[C:31]([Cl:36])[CH:32]=4)[CH:27]=3)(=[O:25])=[O:24])[CH2:19][C:18]2=[O:37])[CH2:9][CH2:8][N:7]([C:10]2[CH:15]=[CH:14][N:13]=[CH:12][CH:11]=2)[CH2:6][CH2:5]1.[CH2:38]([O:41][C:42](OC1C=CC([N+]([O-])=O)=CC=1)=[O:43])[CH2:39][CH3:40].C(N(C(C)C)C(C)C)C.C(OCC)(=O)C, predict the reaction product. The product is: [Cl:36][C:31]1[CH:32]=[C:33]2[C:28](=[CH:29][CH:30]=1)[CH:27]=[C:26]([S:23]([N:20]1[CH2:21][CH2:22][N:17]([CH2:16][C:4]3([NH:3][C:42]([O:41][CH2:38][CH2:39][CH3:40])=[O:43])[CH2:9][CH2:8][N:7]([C:10]4[CH:11]=[CH:12][N:13]=[CH:14][CH:15]=4)[CH2:6][CH2:5]3)[C:18](=[O:37])[CH2:19]1)(=[O:24])=[O:25])[CH:35]=[CH:34]2. (4) Given the reactants [Cl:1][C:2]1[N:7]=[C:6]([CH:8]=[CH:9][C:10]2[CH:11]=[C:12]([NH:16][C:17](=[O:22])[C:18]([F:21])([F:20])[F:19])[CH:13]=[CH:14][CH:15]=2)[CH:5]=[CH:4][N:3]=1.[N+]([O-])([O-])=O.[NH2:27][N+:28]1[CH:33]=[CH:32][CH:31]=[C:30]([CH3:34])[CH:29]=1, predict the reaction product. The product is: [Cl:1][C:2]1[N:7]=[C:6]([C:8]2[C:9]([C:10]3[CH:11]=[C:12]([NH:16][C:17](=[O:22])[C:18]([F:19])([F:20])[F:21])[CH:13]=[CH:14][CH:15]=3)=[N:27][N:28]3[CH:29]=[C:30]([CH3:34])[CH:31]=[CH:32][C:33]=23)[CH:5]=[CH:4][N:3]=1. (5) The product is: [Br:1][C:2]1[CH:3]=[CH:4][C:5]2[S:9](=[O:11])(=[O:10])[N:8]([CH2:12][CH2:13][S:14]([CH3:15])=[O:22])[CH2:7][C:6]=2[CH:16]=1. Given the reactants [Br:1][C:2]1[CH:3]=[CH:4][C:5]2[S:9](=[O:11])(=[O:10])[N:8]([CH2:12][CH2:13][S:14][CH3:15])[CH2:7][C:6]=2[CH:16]=1.ClC1C=C(C=CC=1)C(OO)=[O:22], predict the reaction product.